This data is from Catalyst prediction with 721,799 reactions and 888 catalyst types from USPTO. The task is: Predict which catalyst facilitates the given reaction. (1) Reactant: [NH2:1][CH2:2][C:3]1([C:6]([O:8][C:9]([CH3:12])([CH3:11])[CH3:10])=[O:7])[CH2:5][CH2:4]1.[C:13]([O-])(O)=[O:14].[Na+].ClC(Cl)(OC(=O)OC(Cl)(Cl)Cl)Cl. Product: [N:1]([CH2:2][C:3]1([C:6]([O:8][C:9]([CH3:12])([CH3:11])[CH3:10])=[O:7])[CH2:4][CH2:5]1)=[C:13]=[O:14]. The catalyst class is: 34. (2) Product: [C:1]([N:6]1[CH:10]2[CH2:11][CH2:12][CH:7]1[CH:8]([C:13]([OH:15])=[O:14])[CH2:9]2)([O:3][CH2:4][CH3:5])=[O:2]. Reactant: [C:1]([N:6]1[CH:10]2[CH2:11][CH2:12][CH:7]1[CH:8]([C:13]([O:15]CC)=[O:14])[CH2:9]2)([O:3][CH2:4][CH3:5])=[O:2].C1COCC1.[Li+].[OH-]. The catalyst class is: 6. (3) Reactant: [F:1][CH:2]([S:16]([C:19]1[C:20]([C:25]([F:28])([F:27])[F:26])=[N:21][N:22]([CH3:24])[CH:23]=1)(=[O:18])=[O:17])[CH:3]1[CH2:8][CH2:7][N:6]([C:9]([O:11][C:12]([CH3:15])([CH3:14])[CH3:13])=[O:10])[CH2:5][CH2:4]1.[CH3:29]C([O-])(C)C.[K+].IC. Product: [F:1][C:2]([CH:3]1[CH2:4][CH2:5][N:6]([C:9]([O:11][C:12]([CH3:15])([CH3:14])[CH3:13])=[O:10])[CH2:7][CH2:8]1)([S:16]([C:19]1[C:20]([C:25]([F:28])([F:27])[F:26])=[N:21][N:22]([CH3:24])[CH:23]=1)(=[O:17])=[O:18])[CH3:29]. The catalyst class is: 1.